Dataset: Full USPTO retrosynthesis dataset with 1.9M reactions from patents (1976-2016). Task: Predict the reactants needed to synthesize the given product. (1) The reactants are: [F:1][C:2]1([F:8])[CH2:4][CH:3]1[C:5](O)=[O:6].C1C=CC2N(O)N=NC=2C=1.C(Cl)CCl.C(=O)(O)[O-].[Na+].[O:28]1[CH2:33][CH2:32][N:31]([CH2:34][C:35]2[CH:36]=[CH:37][C:38]3[N:42]=[C:41]([C:43]4[C:51]5[C:46](=[CH:47][CH:48]=[C:49]([NH2:52])[CH:50]=5)[N:45]([CH:53]5[CH2:58][CH2:57][CH2:56][CH2:55][O:54]5)[N:44]=4)[NH:40][C:39]=3[CH:59]=2)[CH2:30][CH2:29]1. Given the product [F:1][C:2]1([F:8])[CH2:4][CH:3]1[C:5]([NH:52][C:49]1[CH:50]=[C:51]2[C:46](=[CH:47][CH:48]=1)[N:45]([CH:53]1[CH2:58][CH2:57][CH2:56][CH2:55][O:54]1)[N:44]=[C:43]2[C:41]1[NH:42][C:38]2[CH:37]=[CH:36][C:35]([CH2:34][N:31]3[CH2:32][CH2:33][O:28][CH2:29][CH2:30]3)=[CH:59][C:39]=2[N:40]=1)=[O:6], predict the reactants needed to synthesize it. (2) Given the product [CH3:10][C:11]1([CH3:19])[O:18][C:16](=[O:17])[C:15](=[CH:20][NH:9][C:6]2[S:5][C:4]([CH2:1][CH2:2][CH3:3])=[N:8][CH:7]=2)[C:13](=[O:14])[O:12]1, predict the reactants needed to synthesize it. The reactants are: [CH2:1]([C:4]1[S:5][C:6]([NH2:9])=[CH:7][N:8]=1)[CH2:2][CH3:3].[CH3:10][C:11]1([CH3:19])[O:18][C:16](=[O:17])[CH2:15][C:13](=[O:14])[O:12]1.[CH2:20](OC(OCC)OCC)C. (3) Given the product [C:1]([O-:20])(=[O:19])[CH2:2][CH2:3][CH2:4][CH2:5][CH2:6][CH2:7][CH2:8][CH2:9][CH2:10][CH2:11][CH2:12][CH2:13][CH2:14][CH2:15][CH2:16][CH2:17][CH3:18].[NH4+:21].[C:1]([O-:20])(=[O:19])[CH2:2][CH2:3][CH2:4][CH2:5][CH2:6][CH2:7][CH2:8][CH2:9][CH2:10][CH2:11][CH2:12][CH2:13][CH2:14][CH2:15][CH2:16][CH2:17][CH3:18].[Zn+2:29].[C:1]([O-:20])(=[O:19])[CH2:2][CH2:3][CH2:4][CH2:5][CH2:6][CH2:7][CH2:8][CH2:9][CH2:10][CH2:11][CH2:12][CH2:13][CH2:14][CH2:15][CH2:16][CH2:17][CH3:18], predict the reactants needed to synthesize it. The reactants are: [C:1]([OH:20])(=[O:19])[CH2:2][CH2:3][CH2:4][CH2:5][CH2:6][CH2:7][CH2:8][CH2:9][CH2:10][CH2:11][CH2:12][CH2:13][CH2:14][CH2:15][CH2:16][CH2:17][CH3:18].[NH3:21].C(=O)=O.N.C(=O)=O.[Zn:29]. (4) The reactants are: [C@@H:1]12[CH2:6][C@@H:5]1[CH2:4][NH:3][CH2:2]2.[CH3:7][C:8]1[CH:12]=[C:11]([CH3:13])[NH:10][C:9]=1[CH:14]=[O:15].[CH2:16]=O. Given the product [C@@H:1]12[CH2:6][C@@H:5]1[CH2:4][N:3]([CH2:16][C:12]1[C:8]([CH3:7])=[C:9]([CH:14]=[O:15])[NH:10][C:11]=1[CH3:13])[CH2:2]2, predict the reactants needed to synthesize it. (5) Given the product [Cl:1][C:2]1[CH:3]=[C:4]([C:12]2[S:13][C:14]([C:17]3[C:18]([CH3:27])=[C:19]([CH2:23][CH:24]=[O:25])[CH:20]=[CH:21][CH:22]=3)=[N:15][N:16]=2)[CH:5]=[CH:6][C:7]=1[O:8][CH:9]([CH3:11])[CH3:10], predict the reactants needed to synthesize it. The reactants are: [Cl:1][C:2]1[CH:3]=[C:4]([C:12]2[S:13][C:14]([C:17]3[CH:22]=[CH:21][CH:20]=[C:19](/[CH:23]=[CH:24]/[O:25]C)[C:18]=3[CH3:27])=[N:15][N:16]=2)[CH:5]=[CH:6][C:7]=1[O:8][CH:9]([CH3:11])[CH3:10].[I-].[Na+].C[Si](Cl)(C)C.O. (6) Given the product [Cl:1][CH2:2][CH2:3][CH2:4][CH2:5][CH2:6][N:7]1[C:8]2[C:17]3[CH:16]=[CH:15][CH:14]=[CH:13][C:12]=3[N:11]=[CH:10][C:9]=2[N:18]=[C:19]1[CH2:20][CH2:21][CH3:22], predict the reactants needed to synthesize it. The reactants are: [Cl:1][CH2:2][CH2:3][CH2:4][CH2:5][CH2:6][NH:7][C:8]1[C:17]2[C:12](=[CH:13][CH:14]=[CH:15][CH:16]=2)[N:11]=[CH:10][C:9]=1[NH2:18].[C:19](OC)(OC)(OC)[CH2:20][CH2:21][CH3:22].